Dataset: Full USPTO retrosynthesis dataset with 1.9M reactions from patents (1976-2016). Task: Predict the reactants needed to synthesize the given product. (1) Given the product [O:19]([C:26]1[CH:27]=[CH:28][C:29]([CH2:30][CH2:31][NH:32][C:16]([NH2:15])=[S:17])=[CH:33][CH:34]=1)[C:20]1[CH:21]=[CH:22][CH:23]=[CH:24][CH:25]=1, predict the reactants needed to synthesize it. The reactants are: C(OC1C=C([NH:15][C:16](N)=[S:17])C=CC=1)C1C=CC=CC=1.[O:19]([C:26]1[CH:34]=[CH:33][C:29]([CH2:30][CH2:31][NH2:32])=[CH:28][CH:27]=1)[C:20]1[CH:25]=[CH:24][CH:23]=[CH:22][CH:21]=1. (2) Given the product [CH:1]1[C:10]2[C:5](=[CH:6][C:7]([C:11]([NH:26][NH2:27])=[O:13])=[CH:8][CH:9]=2)[CH:4]=[CH:3][N:2]=1, predict the reactants needed to synthesize it. The reactants are: [CH:1]1[C:10]2[C:5](=[CH:6][C:7]([C:11]([OH:13])=O)=[CH:8][CH:9]=2)[CH:4]=[CH:3][N:2]=1.C1N=CN(C(N2C=NC=C2)=O)C=1.[NH2:26][NH2:27]. (3) Given the product [O:1]([C:8]1[CH:13]=[CH:12][C:11]([C:18]2[C:19]([NH2:24])=[N:20][CH:21]=[CH:22][CH:23]=2)=[CH:10][CH:9]=1)[C:2]1[CH:7]=[CH:6][CH:5]=[CH:4][CH:3]=1, predict the reactants needed to synthesize it. The reactants are: [O:1]([C:8]1[CH:13]=[CH:12][C:11](B(O)O)=[CH:10][CH:9]=1)[C:2]1[CH:7]=[CH:6][CH:5]=[CH:4][CH:3]=1.Br[C:18]1[C:19]([NH2:24])=[N:20][CH:21]=[CH:22][CH:23]=1.C(=O)([O-])[O-].[Na+].[Na+]. (4) The reactants are: Br[C:2]1[C:7]([N+:8]([O-:10])=[O:9])=[CH:6][C:5]([CH3:11])=[CH:4][N:3]=1.[C:12]([Cu])#[N:13]. Given the product [C:12]([C:2]1[C:7]([N+:8]([O-:10])=[O:9])=[CH:6][C:5]([CH3:11])=[CH:4][N:3]=1)#[N:13], predict the reactants needed to synthesize it. (5) Given the product [CH2:12]([O:19][C:20]1[C:21]([CH3:30])=[C:22]2[N:27]([CH:28]=1)[N:26]=[CH:25][N:24]=[C:23]2[O:1][C:2]1[CH:3]=[C:4]2[CH:5]=[C:6]([CH3:11])[NH:7][C:8]2=[N:9][CH:10]=1)[C:13]1[CH:14]=[CH:15][CH:16]=[CH:17][CH:18]=1, predict the reactants needed to synthesize it. The reactants are: [OH:1][C:2]1[CH:3]=[C:4]2[C:8](=[N:9][CH:10]=1)[NH:7][C:6]([CH3:11])=[CH:5]2.[CH2:12]([O:19][C:20]1[C:21]([CH3:30])=[C:22]2[N:27]([CH:28]=1)[N:26]=[CH:25][N:24]=[C:23]2Cl)[C:13]1[CH:18]=[CH:17][CH:16]=[CH:15][CH:14]=1.C(C#N)(C)=O.